Dataset: Peptide-MHC class I binding affinity with 185,985 pairs from IEDB/IMGT. Task: Regression. Given a peptide amino acid sequence and an MHC pseudo amino acid sequence, predict their binding affinity value. This is MHC class I binding data. (1) The peptide sequence is YMDDVVLGA. The MHC is Patr-A0701 with pseudo-sequence Patr-A0701. The binding affinity (normalized) is 0.0336. (2) The peptide sequence is VALSSLVSK. The MHC is HLA-A33:01 with pseudo-sequence HLA-A33:01. The binding affinity (normalized) is 0.0210. (3) The peptide sequence is KGPDIYKGVYQ. The MHC is H-2-Kb with pseudo-sequence H-2-Kb. The binding affinity (normalized) is 0.134. (4) The peptide sequence is VIPDELIDV. The MHC is HLA-A68:02 with pseudo-sequence HLA-A68:02. The binding affinity (normalized) is 0. (5) The peptide sequence is GQFDSMLAK. The MHC is HLA-A68:02 with pseudo-sequence HLA-A68:02. The binding affinity (normalized) is 0.0847. (6) The peptide sequence is YTPSKLIEY. The MHC is HLA-A30:02 with pseudo-sequence HLA-A30:02. The binding affinity (normalized) is 0.179. (7) The peptide sequence is EAQERISAL. The MHC is HLA-A26:01 with pseudo-sequence HLA-A26:01. The binding affinity (normalized) is 0.686. (8) The binding affinity (normalized) is 0.579. The MHC is BoLA-HD6 with pseudo-sequence BoLA-HD6. The peptide sequence is REWFMDLNL. (9) The peptide sequence is RLGWRTLDF. The MHC is HLA-A02:19 with pseudo-sequence HLA-A02:19. The binding affinity (normalized) is 0.0847. (10) The peptide sequence is YCNYTRFWY. The MHC is HLA-A30:01 with pseudo-sequence HLA-A30:01. The binding affinity (normalized) is 0.190.